Predict the reaction yield, written as a fraction of the theoretical maximum amount of product (1.0 means a 100% yield; for example, 0.34 means a 34% yield). From a dataset of Reaction yield outcomes from USPTO patents with 853,638 reactions. (1) The yield is 0.960. The reactants are [CH3:1][C:2]1[CH:3]=[C:4]([CH:8]=[CH:9][C:10]=1[N+:11]([O-:13])=[O:12])[C:5]([OH:7])=[O:6].S(Cl)(Cl)=O.[CH3:18]O. No catalyst specified. The product is [CH3:1][C:2]1[CH:3]=[C:4]([CH:8]=[CH:9][C:10]=1[N+:11]([O-:13])=[O:12])[C:5]([O:7][CH3:18])=[O:6]. (2) The reactants are [NH:1]1[CH2:6][CH2:5][O:4][CH2:3][CH2:2]1.C[Al](C)C.C[O:12][C:13](=O)[C:14]1[CH:19]=[CH:18][C:17]([C:20]([N:22]2[CH2:27][CH2:26][CH2:25][CH:24]([C:28]3[CH:37]=[CH:36][C:35]4[CH2:34][CH2:33][CH2:32][CH:31]([N:38]5[CH2:43][CH2:42][N:41]([CH3:44])[CH2:40][CH2:39]5)[C:30]=4[CH:29]=3)[CH2:23]2)=[O:21])=[CH:16][CH:15]=1. The catalyst is ClCCl. The product is [CH3:44][N:41]1[CH2:40][CH2:39][N:38]([CH:31]2[C:30]3[CH:29]=[C:28]([CH:24]4[CH2:25][CH2:26][CH2:27][N:22]([C:20]([C:17]5[CH:18]=[CH:19][C:14]([C:13]([N:1]6[CH2:6][CH2:5][O:4][CH2:3][CH2:2]6)=[O:12])=[CH:15][CH:16]=5)=[O:21])[CH2:23]4)[CH:37]=[CH:36][C:35]=3[CH2:34][CH2:33][CH2:32]2)[CH2:43][CH2:42]1. The yield is 0.200. (3) The reactants are Br[C:2]1[CH:3]=[C:4]([CH:7]=[CH:8][C:9]=1[O:10][CH2:11][CH2:12][O:13][Si:14]([C:17]([CH3:20])([CH3:19])[CH3:18])([CH3:16])[CH3:15])[CH:5]=[O:6].CC1(C)C(C)(C)OB([C:29]2[CH:34]=[CH:33][C:32]([S:35]([CH3:38])(=[O:37])=[O:36])=[CH:31][CH:30]=2)O1.C([O-])([O-])=O.[Na+].[Na+]. The catalyst is C1C=CC([P]([Pd]([P](C2C=CC=CC=2)(C2C=CC=CC=2)C2C=CC=CC=2)([P](C2C=CC=CC=2)(C2C=CC=CC=2)C2C=CC=CC=2)[P](C2C=CC=CC=2)(C2C=CC=CC=2)C2C=CC=CC=2)(C2C=CC=CC=2)C2C=CC=CC=2)=CC=1. The product is [Si:14]([O:13][CH2:12][CH2:11][O:10][C:9]1[C:2]([C:29]2[CH:34]=[CH:33][C:32]([S:35]([CH3:38])(=[O:37])=[O:36])=[CH:31][CH:30]=2)=[CH:3][C:4]([CH:5]=[O:6])=[CH:7][CH:8]=1)([C:17]([CH3:20])([CH3:19])[CH3:18])([CH3:16])[CH3:15]. The yield is 0.940. (4) The reactants are [Cl:1][C:2]1[N:7]=[CH:6][C:5](CC#N)=[CH:4][CH:3]=1.Br[CH2:12][CH2:13]Cl.[OH-:15].[Na+].[CH2:17]([OH:20])[CH2:18]O. The catalyst is [Cl-].C([N+](CC)(CC)CC)C1C=CC=CC=1. The product is [Cl:1][C:2]1[N:7]=[CH:6][C:5]([C:18]2([C:17]([OH:20])=[O:15])[CH2:13][CH2:12]2)=[CH:4][CH:3]=1. The yield is 0.850. (5) The reactants are [N+:1]([C:4]1[C:5]([NH:13][CH:14]2[CH2:19][CH2:18][N:17]([C:20]([O:22][C:23]([CH3:26])([CH3:25])[CH3:24])=[O:21])[CH2:16][CH2:15]2)=[C:6]2[S:12][CH:11]=[CH:10][C:7]2=[N:8][CH:9]=1)([O-])=O. The catalyst is [Pd].CO. The product is [NH2:1][C:4]1[C:5]([NH:13][CH:14]2[CH2:19][CH2:18][N:17]([C:20]([O:22][C:23]([CH3:26])([CH3:25])[CH3:24])=[O:21])[CH2:16][CH2:15]2)=[C:6]2[S:12][CH:11]=[CH:10][C:7]2=[N:8][CH:9]=1. The yield is 1.00.